Predict which catalyst facilitates the given reaction. From a dataset of Catalyst prediction with 721,799 reactions and 888 catalyst types from USPTO. (1) Reactant: Br[C:2]1(Br)[CH2:16][CH2:15][C:5]2[N:6]=[C:7]([NH:9][C:10]([NH:12][CH2:13][CH3:14])=[O:11])[S:8][C:4]=2[C:3]1=[O:17].C1CCN2C(=NCCC2)CC1. Product: [OH:17][C:3]1[C:4]2[S:8][C:7]([NH:9][C:10]([NH:12][CH2:13][CH3:14])=[O:11])=[N:6][C:5]=2[CH:15]=[CH:16][CH:2]=1. The catalyst class is: 1. (2) Reactant: C([O:3][C:4](=[O:31])[CH2:5][CH2:6][CH2:7][CH2:8][CH2:9][N:10]1[CH2:15][CH2:14][O:13][C@H:12]([CH2:16][NH:17][C:18](=[O:30])[C:19]2[CH:24]=[C:23]([Cl:25])[C:22]([NH2:26])=[CH:21][C:20]=2[O:27][CH2:28][CH3:29])[CH2:11]1)C.[OH-].[Na+].C(O)(=O)C. Product: [NH2:26][C:22]1[C:23]([Cl:25])=[CH:24][C:19]([C:18]([NH:17][CH2:16][C@@H:12]2[CH2:11][N:10]([CH2:9][CH2:8][CH2:7][CH2:6][CH2:5][C:4]([OH:31])=[O:3])[CH2:15][CH2:14][O:13]2)=[O:30])=[C:20]([O:27][CH2:28][CH3:29])[CH:21]=1. The catalyst class is: 5. (3) Product: [N:18]1[CH:19]=[CH:20][CH:21]=[C:16]([CH2:15][CH:3]([C:4]([O:6][CH2:7][CH3:8])=[O:5])[C:2]([O:10][CH2:11][CH3:12])=[O:9])[CH:17]=1. Reactant: [Na].[C:2]([O:10][CH2:11][CH3:12])(=[O:9])[CH2:3][C:4]([O:6][CH2:7][CH3:8])=[O:5].Cl.Cl[CH2:15][C:16]1[CH:17]=[N:18][CH:19]=[CH:20][CH:21]=1. The catalyst class is: 14. (4) Reactant: [Br:1][C:2]1[C:3]([N:14](C(OCC(Cl)(Cl)Cl)=O)[C@H:15]([C:20]([O:22][CH2:23][C:24]2[CH:29]=[CH:28][C:27]([O:30][CH3:31])=[CH:26][CH:25]=2)=[O:21])[CH2:16][CH:17]([CH3:19])[CH3:18])=[N:4][N:5]([C:7]([O:9][C:10]([CH3:13])([CH3:12])[CH3:11])=[O:8])[CH:6]=1.OP([O-])(O)=O.[K+]. Product: [Br:1][C:2]1[C:3]([NH:14][C@H:15]([C:20]([O:22][CH2:23][C:24]2[CH:25]=[CH:26][C:27]([O:30][CH3:31])=[CH:28][CH:29]=2)=[O:21])[CH2:16][CH:17]([CH3:19])[CH3:18])=[N:4][N:5]([C:7]([O:9][C:10]([CH3:11])([CH3:12])[CH3:13])=[O:8])[CH:6]=1. The catalyst class is: 324. (5) Reactant: [CH:1]1[C:10]2[C:5](=[CH:6][CH:7]=[CH:8][CH:9]=2)[CH:4]=[C:3]([CH:11]=O)[N:2]=1.[F:13][CH:14]([F:17])[CH2:15][NH2:16].[Na]. Product: [F:13][CH:14]([F:17])[CH2:15][NH:16][CH2:11][C:3]1[N:2]=[CH:1][C:10]2[C:5]([CH:4]=1)=[CH:6][CH:7]=[CH:8][CH:9]=2. The catalyst class is: 2. (6) Reactant: CC(OC([N:8](C(OC(C)(C)C)=O)[N:9]([C:17]1[C:22]([F:23])=[C:21]([N:24]2[CH2:33][CH2:32][N:31]3[C@@H:26]([CH2:27][O:28][CH2:29][CH2:30]3)[CH2:25]2)[N:20]=[C:19]([Cl:34])[N:18]=1)C(OC(C)(C)C)=O)=O)(C)C.Cl.O1CCOCC1. Product: [Cl:34][C:19]1[N:20]=[C:21]([N:24]2[CH2:33][CH2:32][N:31]3[C@@H:26]([CH2:27][O:28][CH2:29][CH2:30]3)[CH2:25]2)[C:22]([F:23])=[C:17]([NH:9][NH2:8])[N:18]=1. The catalyst class is: 5. (7) Reactant: [NH2:1][C:2]1[CH:3]=[C:4]([C:28]2[CH:33]=[CH:32][C:31]([F:34])=[C:30]([F:35])[CH:29]=2)[CH:5]=[CH:6][C:7]=1[C:8]([NH:10][C@H:11]([C:18]([O:20][CH2:21][C:22]1[CH:27]=[CH:26][CH:25]=[CH:24][CH:23]=1)=[O:19])[CH2:12][C:13]([O:15][CH2:16][CH3:17])=[O:14])=[O:9].[N:36]([C:39]1[C:44]([CH3:45])=[CH:43][C:42]([CH3:46])=[CH:41][C:40]=1[CH3:47])=[C:37]=[O:38]. Product: [F:35][C:30]1[CH:29]=[C:28]([C:4]2[CH:5]=[CH:6][C:7]([C:8]([NH:10][C@H:11]([C:18]([O:20][CH2:21][C:22]3[CH:27]=[CH:26][CH:25]=[CH:24][CH:23]=3)=[O:19])[CH2:12][C:13]([O:15][CH2:16][CH3:17])=[O:14])=[O:9])=[C:2]([NH:1][C:37]([NH:36][C:39]3[C:40]([CH3:47])=[CH:41][C:42]([CH3:46])=[CH:43][C:44]=3[CH3:45])=[O:38])[CH:3]=2)[CH:33]=[CH:32][C:31]=1[F:34]. The catalyst class is: 17. (8) Reactant: [F:1][C:2]([F:20])([F:19])[C:3]1[CH:4]=[C:5]([C:9]2[CH:10]=[CH:11][C:12]3[O:13][CH2:14][CH2:15][NH:16][C:17]=3[N:18]=2)[CH:6]=[CH:7][CH:8]=1.C(N(CC)CC)C.ClC(Cl)(O[C:32](=[O:38])OC(Cl)(Cl)Cl)Cl.[NH2:40][C:41]1[S:42][CH:43]=[CH:44][N:45]=1. Product: [S:42]1[CH:43]=[CH:44][N:45]=[C:41]1[NH:40][C:32]([N:16]1[CH2:15][CH2:14][O:13][C:12]2[CH:11]=[CH:10][C:9]([C:5]3[CH:6]=[CH:7][CH:8]=[C:3]([C:2]([F:19])([F:1])[F:20])[CH:4]=3)=[N:18][C:17]1=2)=[O:38]. The catalyst class is: 2. (9) Reactant: C([O:9][C@@H:10]1[C@@H:14]([CH2:15][OH:16])[CH:13]=[CH:12][C@@H:11]1[O:17]C(=O)C1C=CC=CC=1)(=O)C1C=CC=CC=1.C[O-].[Na+]. Product: [OH:16][CH2:15][C@@H:14]1[C@@H:10]([OH:9])[C@@H:11]([OH:17])[CH:12]=[CH:13]1. The catalyst class is: 5.